Dataset: Forward reaction prediction with 1.9M reactions from USPTO patents (1976-2016). Task: Predict the product of the given reaction. (1) The product is: [F:18][C:15]1[CH:16]=[CH:17][C:12]([CH:8]([C:5]2[CH:4]=[CH:3][C:2]([F:1])=[CH:7][CH:6]=2)[C:9]([NH:19][CH2:20][CH2:21][CH2:22][N:23]2[CH2:28][CH2:27][CH:26]([C:29]3[CH:30]=[C:31]([NH:37][C:38](=[O:42])[CH:39]([CH3:40])[CH3:41])[CH:32]=[CH:33][C:34]=3[O:35][CH3:36])[CH2:25][CH2:24]2)=[O:11])=[CH:13][CH:14]=1. Given the reactants [F:1][C:2]1[CH:7]=[CH:6][C:5]([CH:8]([C:12]2[CH:17]=[CH:16][C:15]([F:18])=[CH:14][CH:13]=2)[C:9]([OH:11])=O)=[CH:4][CH:3]=1.[NH2:19][CH2:20][CH2:21][CH2:22][N:23]1[CH2:28][CH2:27][CH:26]([C:29]2[CH:30]=[C:31]([NH:37][C:38](=[O:42])[CH:39]([CH3:41])[CH3:40])[CH:32]=[CH:33][C:34]=2[O:35][CH3:36])[CH2:25][CH2:24]1, predict the reaction product. (2) Given the reactants [NH2:1][C:2]([C:8]1[CH:13]=[C:12]([Br:14])[CH:11]=[CH:10][C:9]=1[F:15])([CH:5]1[CH2:7][CH2:6]1)[CH2:3][OH:4].C(=O)([O-])O.[Na+].[Cl:21][CH2:22][C:23](Cl)=[O:24], predict the reaction product. The product is: [Br:14][C:12]1[CH:11]=[CH:10][C:9]([F:15])=[C:8]([C:2]([NH:1][C:23](=[O:24])[CH2:22][Cl:21])([CH:5]2[CH2:7][CH2:6]2)[CH2:3][OH:4])[CH:13]=1. (3) Given the reactants [Br:1][C:2]1[CH:11]=[C:10]2[C:5]([N:6]=[CH:7][C:8](Cl)=[N:9]2)=[CH:4][CH:3]=1.[NH:13]1[CH2:18][CH2:17][O:16][CH2:15][CH2:14]1, predict the reaction product. The product is: [Br:1][C:2]1[CH:11]=[C:10]2[C:5]([N:6]=[CH:7][C:8]([N:13]3[CH2:18][CH2:17][O:16][CH2:15][CH2:14]3)=[N:9]2)=[CH:4][CH:3]=1. (4) Given the reactants [CH2:1]([C:3]1[C:8](=[O:9])[NH:7][C:6]([CH3:10])=[C:5]([C:11]2[CH:12]=[N:13][CH:14]=[C:15]([C:17]([OH:19])=O)[CH:16]=2)[CH:4]=1)[CH3:2].[CH2:20]([NH:22][CH2:23][C:24]1[CH:29]=[CH:28][N:27]=[CH:26][CH:25]=1)[CH3:21], predict the reaction product. The product is: [CH2:20]([N:22]([CH2:23][C:24]1[CH:29]=[CH:28][N:27]=[CH:26][CH:25]=1)[C:17]([C:15]1[CH:16]=[C:11]([C:5]2[CH:4]=[C:3]([CH2:1][CH3:2])[C:8](=[O:9])[NH:7][C:6]=2[CH3:10])[CH:12]=[N:13][CH:14]=1)=[O:19])[CH3:21]. (5) Given the reactants C(OC([N:8]1[CH2:13][CH2:12][CH:11]([NH:14][C:15]2[N:20]=[C:19]([CH2:21][CH2:22][CH2:23][CH3:24])[N:18]=[C:17]([C:25]([NH:27][C:28]3[CH:33]=[CH:32][CH:31]=[CH:30][C:29]=3[C:34]3[S:35][C:36]4[C:41]([N:42]=3)=[CH:40][C:39]([CH2:43][O:44][CH:45]3[CH2:50][CH2:49][N:48](C(OC(C)(C)C)=O)[CH2:47][CH2:46]3)=[CH:38][N:37]=4)=[O:26])[CH:16]=2)[CH2:10][CH2:9]1)=O)(C)(C)C.FC(F)(F)C(O)=O, predict the reaction product. The product is: [CH2:21]([C:19]1[N:18]=[C:17]([C:25]([NH:27][C:28]2[CH:33]=[CH:32][CH:31]=[CH:30][C:29]=2[C:34]2[S:35][C:36]3[C:41]([N:42]=2)=[CH:40][C:39]([CH2:43][O:44][CH:45]2[CH2:50][CH2:49][NH:48][CH2:47][CH2:46]2)=[CH:38][N:37]=3)=[O:26])[CH:16]=[C:15]([NH:14][CH:11]2[CH2:12][CH2:13][NH:8][CH2:9][CH2:10]2)[N:20]=1)[CH2:22][CH2:23][CH3:24]. (6) Given the reactants Br[C:2]1[CH:3]=[C:4]([Cl:16])[CH:5]=[C:6]2[C:10]=1[N:9]([CH3:11])[C:8]([C:12]([NH2:14])=[O:13])=[C:7]2[CH3:15].[Cl:17][C:18]1[CH:23]=[CH:22][C:21](B(O)O)=[CH:20][C:19]=1[F:27], predict the reaction product. The product is: [Cl:16][C:4]1[CH:5]=[C:6]2[C:10](=[C:2]([C:21]3[CH:22]=[CH:23][C:18]([Cl:17])=[C:19]([F:27])[CH:20]=3)[CH:3]=1)[N:9]([CH3:11])[C:8]([C:12]([NH2:14])=[O:13])=[C:7]2[CH3:15]. (7) Given the reactants N12CCCN=C1CCCCC2.[Br:12][C:13]1[CH:14]=[N:15][CH:16]=[C:17](I)[CH:18]=1.[CH3:20][S-:21].[Na+], predict the reaction product. The product is: [Br:12][C:13]1[CH:14]=[N:15][CH:16]=[C:17]([S:21][CH3:20])[CH:18]=1.